Dataset: NCI-60 drug combinations with 297,098 pairs across 59 cell lines. Task: Regression. Given two drug SMILES strings and cell line genomic features, predict the synergy score measuring deviation from expected non-interaction effect. (1) Drug 1: CN(C)N=NC1=C(NC=N1)C(=O)N. Drug 2: CC1CCC2CC(C(=CC=CC=CC(CC(C(=O)C(C(C(=CC(C(=O)CC(OC(=O)C3CCCCN3C(=O)C(=O)C1(O2)O)C(C)CC4CCC(C(C4)OC)OCCO)C)C)O)OC)C)C)C)OC. Cell line: NCI-H226. Synergy scores: CSS=8.12, Synergy_ZIP=-1.31, Synergy_Bliss=0.782, Synergy_Loewe=-10.8, Synergy_HSA=-0.946. (2) Drug 1: CC1OCC2C(O1)C(C(C(O2)OC3C4COC(=O)C4C(C5=CC6=C(C=C35)OCO6)C7=CC(=C(C(=C7)OC)O)OC)O)O. Drug 2: C1=NC2=C(N1)C(=S)N=CN2. Cell line: NCI-H226. Synergy scores: CSS=24.6, Synergy_ZIP=-6.07, Synergy_Bliss=-8.60, Synergy_Loewe=-6.51, Synergy_HSA=-4.44.